This data is from Reaction yield outcomes from USPTO patents with 853,638 reactions. The task is: Predict the reaction yield, written as a fraction of the theoretical maximum amount of product (1.0 means a 100% yield; for example, 0.34 means a 34% yield). (1) The reactants are Cl[C:2]1[C:3]([C:8]2[NH:12][C:11]3[CH:13]=[CH:14][CH:15]=[CH:16][C:10]=3[N:9]=2)=[N:4][CH:5]=[CH:6][N:7]=1.[CH3:17][NH:18][CH3:19]. The catalyst is CCO. The product is [CH3:17][N:18]([CH3:19])[C:2]1[C:3]([C:8]2[NH:12][C:11]3[CH:13]=[CH:14][CH:15]=[CH:16][C:10]=3[N:9]=2)=[N:4][CH:5]=[CH:6][N:7]=1. The yield is 1.00. (2) The reactants are [CH2:1]([O:3][C:4]([C:6]1[C:7]([CH3:22])=[C:8]([C:15]([O:17][C:18]([CH3:21])([CH3:20])[CH3:19])=[O:16])[NH:9][C:10]=1[CH2:11][CH2:12][CH2:13][OH:14])=[O:5])[CH3:2].C(N(CC)CC)C.[CH3:30][S:31](Cl)(=[O:33])=[O:32]. The catalyst is ClCCl. The product is [CH2:1]([O:3][C:4]([C:6]1[C:7]([CH3:22])=[C:8]([C:15]([O:17][C:18]([CH3:21])([CH3:20])[CH3:19])=[O:16])[NH:9][C:10]=1[CH2:11][CH2:12][CH2:13][O:14][S:31]([CH3:30])(=[O:33])=[O:32])=[O:5])[CH3:2]. The yield is 0.990. (3) The reactants are [CH2:1]([O:5][C:6]([NH:8][CH2:9][CH2:10][C:11](O)=O)=[O:7])[CH2:2][CH2:3][CH3:4].C(=O)([O-])[O-].[Cs+].[Cs+].[C:20]([O-])(=O)[CH3:21].[NH4+:24].O.[C:26]1(C)[C:27]([CH3:32])=[CH:28][CH:29]=[CH:30][CH:31]=1. The catalyst is CO.CN(C)C=O.C(OCC)(=O)C. The product is [C:30]1([C:20]2[CH:21]=[CH:4][CH:3]=[CH:2][CH:1]=2)[CH:31]=[CH:26][C:27]([C:32]2[N:24]=[C:11]([CH2:10][CH2:9][NH:8][C:6](=[O:7])[O:5][CH2:1][CH2:2][CH2:3][CH3:4])[NH:8][C:9]=2[CH3:10])=[CH:28][CH:29]=1. The yield is 0.500. (4) The reactants are Cl[C:2]1[C:7]([N+:8]([O-:10])=[O:9])=[CH:6][CH:5]=[C:4]([Cl:11])[N:3]=1.C(=O)([O-])[O-].[Na+].[Na+].CN(C)C=O.[CH2:23]1[C:32]2[C:27](=[CH:28][CH:29]=[CH:30][CH:31]=2)[CH2:26][CH2:25][NH:24]1. The catalyst is O. The product is [Cl:11][C:4]1[N:3]=[C:2]([N:24]2[CH2:25][CH2:26][C:27]3[C:32](=[CH:31][CH:30]=[CH:29][CH:28]=3)[CH2:23]2)[C:7]([N+:8]([O-:10])=[O:9])=[CH:6][CH:5]=1. The yield is 0.810. (5) The reactants are [NH2:1][C:2]1[CH:7]=[CH:6][C:5]([OH:8])=[C:4]([F:9])[CH:3]=1.CC(C)([O-])C.[K+].Cl[C:17]1[CH:22]=[CH:21][N:20]=[C:19]2[CH:23]=[C:24]([C:26]3[N:31]=[CH:30][C:29]([CH2:32][N:33]([CH2:41][CH2:42][O:43][CH3:44])[C:34](=[O:40])[O:35][C:36]([CH3:39])([CH3:38])[CH3:37])=[CH:28][CH:27]=3)[S:25][C:18]=12.O. The catalyst is CS(C)=O.NC1C=CC(O)=C(F)C=1. The product is [NH2:1][C:2]1[CH:7]=[CH:6][C:5]([O:8][C:17]2[CH:22]=[CH:21][N:20]=[C:19]3[CH:23]=[C:24]([C:26]4[N:31]=[CH:30][C:29]([CH2:32][N:33]([CH2:41][CH2:42][O:43][CH3:44])[C:34](=[O:40])[O:35][C:36]([CH3:37])([CH3:38])[CH3:39])=[CH:28][CH:27]=4)[S:25][C:18]=23)=[C:4]([F:9])[CH:3]=1. The yield is 0.900. (6) The product is [CH2:1]([N:3]1[CH:8]=[C:7]([C:9]([OH:11])=[O:10])[CH:6]=[CH:5][C:4]1=[O:13])[CH3:2]. The yield is 0.650. The reactants are [CH2:1]([N:3]1[CH:8]=[C:7]([C:9]([O:11]C)=[O:10])[CH:6]=[CH:5][C:4]1=[O:13])[CH3:2].O.[OH-].[Li+].Cl. The catalyst is O.CO. (7) The reactants are [Cl:1][C:2]1[CH:36]=[CH:35][C:5]([CH2:6][CH2:7][NH:8][C:9]([C:11]2[CH:34]=[CH:33][C:14]([O:15][C:16]3[CH:25]=[C:24]4[C:19]([C:20]([CH3:30])([C:26]([O:28]C)=[O:27])[CH2:21][CH2:22][O:23]4)=[CH:18][C:17]=3[C:31]#[N:32])=[CH:13][CH:12]=2)=[O:10])=[CH:4][CH:3]=1.[OH-].[Na+].O.CO. The catalyst is C1COCC1.C(OCC)(=O)C.Cl. The product is [Cl:1][C:2]1[CH:3]=[CH:4][C:5]([CH2:6][CH2:7][NH:8][C:9]([C:11]2[CH:12]=[CH:13][C:14]([O:15][C:16]3[CH:25]=[C:24]4[C:19]([C:20]([CH3:30])([C:26]([OH:28])=[O:27])[CH2:21][CH2:22][O:23]4)=[CH:18][C:17]=3[C:31]#[N:32])=[CH:33][CH:34]=2)=[O:10])=[CH:35][CH:36]=1. The yield is 0.343.